Dataset: Full USPTO retrosynthesis dataset with 1.9M reactions from patents (1976-2016). Task: Predict the reactants needed to synthesize the given product. Given the product [Br:17][C:16]1[C:3]2[C:4](=[N:5][N:6]=[C:7]([C:8]3[CH:13]=[CH:12][CH:11]=[CH:10][CH:9]=3)[C:2]=2[Cl:1])[NH:14][N:15]=1, predict the reactants needed to synthesize it. The reactants are: [Cl:1][C:2]1[C:7]([C:8]2[CH:13]=[CH:12][CH:11]=[CH:10][CH:9]=2)=[N:6][N:5]=[C:4]2[NH:14][N:15]=[CH:16][C:3]=12.[Br:17]Br.C(N(CC)CC)C.C(=O)(O)[O-].[Na+].